From a dataset of Forward reaction prediction with 1.9M reactions from USPTO patents (1976-2016). Predict the product of the given reaction. (1) Given the reactants [NH2:1][C:2]1[CH:7]=[CH:6][CH:5]=[C:4]([C:8]#[CH:9])[N:3]=1.[C:10]([N:17]([CH3:23])[C@H:18]([C:20](O)=[O:21])[CH3:19])([O:12][C:13]([CH3:16])([CH3:15])[CH3:14])=[O:11].F[P-](F)(F)(F)(F)F.N1(OC(N(C)C)=[N+](C)C)C2N=CC=CC=2N=N1.C(N(CC)C(C)C)(C)C.C(=O)([O-])O.[Na+], predict the reaction product. The product is: [C:8]([C:4]1[N:3]=[C:2]([NH:1][C:20](=[O:21])[CH:18]([N:17]([CH3:23])[C:10](=[O:11])[O:12][C:13]([CH3:14])([CH3:16])[CH3:15])[CH3:19])[CH:7]=[CH:6][CH:5]=1)#[CH:9]. (2) Given the reactants [Br:1][C:2]1[CH:3]=[N:4][CH:5]=[CH:6][C:7]=1[CH2:8]O.S(Cl)([Cl:12])=O, predict the reaction product. The product is: [Br:1][C:2]1[CH:3]=[N:4][CH:5]=[CH:6][C:7]=1[CH2:8][Cl:12]. (3) The product is: [OH:10][C:9]1[C:8]([C:7]([F:6])([F:21])[F:22])=[CH:20][CH:19]=[CH:18][C:17]=1[CH:33]=[O:34]. Given the reactants C([Li])CCC.[F:6][C:7]([F:22])([F:21])[C:8]1[CH:20]=[CH:19][CH:18]=[CH:17][C:9]=1[O:10]C1CCCCO1.CN(C)CCN(C)C.CN(C)[CH:33]=[O:34], predict the reaction product. (4) Given the reactants [CH2:1]([O:8][C:9]1[CH:17]=[C:16]2[C:12]([CH2:13][N:14]([CH2:19][C@H:20]3[CH2:25][CH2:24][C@H:23]([CH:26]=[O:27])[CH2:22][CH2:21]3)[C:15]2=[O:18])=[CH:11][C:10]=1[F:28])[C:2]1[CH:7]=[CH:6][CH:5]=[CH:4][CH:3]=1.[CH3:29][Mg]Br, predict the reaction product. The product is: [CH2:1]([O:8][C:9]1[CH:17]=[C:16]2[C:12]([CH2:13][N:14]([CH2:19][C@H:20]3[CH2:25][CH2:24][C@H:23]([CH:26]([OH:27])[CH3:29])[CH2:22][CH2:21]3)[C:15]2=[O:18])=[CH:11][C:10]=1[F:28])[C:2]1[CH:3]=[CH:4][CH:5]=[CH:6][CH:7]=1. (5) The product is: [C:11]([C:5]1[NH:1][C:2]([C:6]([O:8][CH2:9][CH3:10])=[O:7])=[CH:3][CH:4]=1)(=[O:22])[CH2:12][CH2:13][CH2:14][CH2:15][CH2:16][CH2:17][CH2:18][CH2:19][CH:20]=[CH2:21]. Given the reactants [NH:1]1[CH:5]=[CH:4][CH:3]=[C:2]1[C:6]([O:8][CH2:9][CH3:10])=[O:7].[C:11](Cl)(=[O:22])[CH2:12][CH2:13][CH2:14][CH2:15][CH2:16][CH2:17][CH2:18][CH2:19][CH:20]=[CH2:21], predict the reaction product. (6) The product is: [CH:19]([N:18]1[C:14]([C:8]2[S:7][C:6]3[C:5]4[CH:22]=[CH:23][C:2]([C:31]5[CH:32]=[C:27]([CH:28]=[CH:29][CH:30]=5)[C:24]([OH:26])=[O:25])=[CH:3][C:4]=4[O:13][CH2:12][CH2:11][C:10]=3[CH:9]=2)=[N:15][CH:16]=[N:17]1)([CH3:21])[CH3:20]. Given the reactants Br[C:2]1[CH:23]=[CH:22][C:5]2[C:6]3[S:7][C:8]([C:14]4[N:18]([CH:19]([CH3:21])[CH3:20])[N:17]=[CH:16][N:15]=4)=[CH:9][C:10]=3[CH2:11][CH2:12][O:13][C:4]=2[CH:3]=1.[C:24]([C:27]1[CH:28]=[C:29](B(O)O)[CH:30]=[CH:31][CH:32]=1)([OH:26])=[O:25], predict the reaction product. (7) Given the reactants [NH:1]1[C:9]2[C:4](=[CH:5][CH:6]=[CH:7][CH:8]=2)[CH:3]=[CH:2]1.[H-].[Na+].Cl[C:13]1[N:17]([CH3:18])[N:16]=[C:15]([CH3:19])[C:14]=1[CH:20]=[O:21].O, predict the reaction product. The product is: [N:1]1([C:13]2[N:17]([CH3:18])[N:16]=[C:15]([CH3:19])[C:14]=2[CH:20]=[O:21])[C:9]2[C:4](=[CH:5][CH:6]=[CH:7][CH:8]=2)[CH:3]=[CH:2]1.